Dataset: Catalyst prediction with 721,799 reactions and 888 catalyst types from USPTO. Task: Predict which catalyst facilitates the given reaction. (1) Reactant: CCN=C=NCCCN(C)C.C1C=CC2N(O)N=NC=2C=1.[Br:22][C:23]1[CH:28]=[CH:27][C:26]([NH:29][C:30]2[C:38]([C:39]([OH:41])=O)=[C:37]3[N:33]([CH2:34][CH2:35][CH2:36]3)[C:32](=[O:42])[CH:31]=2)=[C:25]([CH3:43])[CH:24]=1.[CH:44]1([CH2:47][O:48][NH2:49])[CH2:46][CH2:45]1. Product: [CH:44]1([CH2:47][O:48][NH:49][C:39]([C:38]2[C:30]([NH:29][C:26]3[CH:27]=[CH:28][C:23]([Br:22])=[CH:24][C:25]=3[CH3:43])=[CH:31][C:32](=[O:42])[N:33]3[C:37]=2[CH2:36][CH2:35][CH2:34]3)=[O:41])[CH2:46][CH2:45]1. The catalyst class is: 3. (2) Reactant: Br[CH2:2][CH2:3][CH2:4][C:5]([O:7][CH2:8][CH3:9])=[O:6].[NH:10]1[CH2:15][CH2:14][O:13][CH2:12][CH2:11]1. Product: [O:13]1[CH2:14][CH2:15][N:10]([CH2:2][CH2:3][CH2:4][C:5]([O:7][CH2:8][CH3:9])=[O:6])[CH2:11][CH2:12]1. The catalyst class is: 10. (3) Reactant: Cl[C:2]1C=CC=C(C(OO)=O)[CH:3]=1.C(S[C:15]1[CH:35]=[C:34]([C:36]([F:39])([F:38])[F:37])[CH:33]=[CH:32][C:16]=1[C:17]([N:19]([CH3:31])[C:20]1[CH:25]=[CH:24][C:23]([S:26][C:27]([F:30])([F:29])[F:28])=[CH:22][N:21]=1)=[O:18])C.C(=O)(O)[O-].[Na+].[S:45]([O-:49])([O-])(=[O:47])=S.[Na+].[Na+]. Product: [CH2:2]([S:45]([C:15]1[CH:35]=[C:34]([C:36]([F:38])([F:39])[F:37])[CH:33]=[CH:32][C:16]=1[C:17]([N:19]([CH3:31])[C:20]1[CH:25]=[CH:24][C:23]([S:26][C:27]([F:30])([F:29])[F:28])=[CH:22][N:21]=1)=[O:18])(=[O:49])=[O:47])[CH3:3]. The catalyst class is: 22. (4) Reactant: [N:1]1([C:6]2[N:14]=[CH:13][N:12]=[C:11]3[C:7]=2[NH:8][CH:9]=[N:10]3)[CH:5]=[CH:4][N:3]=[CH:2]1.C(O[C@@H:19]1[O:41][C@H:40]([CH2:42][O:43][C:44](=[O:51])[C:45]2[CH:50]=[CH:49][CH:48]=[CH:47][CH:46]=2)[C@@H:30]([O:31][C:32](=[O:39])[C:33]2[CH:38]=[CH:37][CH:36]=[CH:35][CH:34]=2)[C@H:20]1[O:21][C:22](=[O:29])[C:23]1[CH:28]=[CH:27][CH:26]=[CH:25][CH:24]=1)(=O)C.C([O-])(O)=O.[Na+].O. Product: [C:22]([O:21][C@@H:20]1[C@H:30]([O:31][C:32](=[O:39])[C:33]2[CH:38]=[CH:37][CH:36]=[CH:35][CH:34]=2)[C@@H:40]([CH2:42][O:43][C:44](=[O:51])[C:45]2[CH:46]=[CH:47][CH:48]=[CH:49][CH:50]=2)[O:41][C@H:19]1[N:10]1[CH:9]=[N:8][C:7]2[C:11]1=[N:12][CH:13]=[N:14][C:6]=2[N:1]1[CH:5]=[CH:4][N:3]=[CH:2]1)(=[O:29])[C:23]1[CH:28]=[CH:27][CH:26]=[CH:25][CH:24]=1. The catalyst class is: 23. (5) Reactant: [Cl:1][C:2]1[CH:3]=[C:4]([CH:15]=[CH:16][C:17]=1[Cl:18])[O:5][C:6]1[CH:13]=[CH:12][C:11]([F:14])=[CH:10][C:7]=1[C:8]#[N:9]. Product: [Cl:1][C:2]1[CH:3]=[C:4]([CH:15]=[CH:16][C:17]=1[Cl:18])[O:5][C:6]1[CH:13]=[CH:12][C:11]([F:14])=[CH:10][C:7]=1[CH2:8][NH2:9]. The catalyst class is: 1. (6) The catalyst class is: 2. Product: [F:52][C:49]1[CH:48]=[CH:47][C:46]([CH2:45][N:9]([CH2:8][CH2:7][OH:6])[C:10]([C:12]2[C:17]([O:18][CH2:19][C:20]3[CH:21]=[CH:22][C:23]([O:26][CH3:27])=[CH:24][CH:25]=3)=[C:16]([O:28][CH2:29][C:30]3[CH:35]=[CH:34][C:33]([O:36][CH3:37])=[CH:32][CH:31]=3)[N:15]=[C:14]([C:38]3[CH:39]=[CH:40][C:41]([CH3:44])=[CH:42][CH:43]=3)[N:13]=2)=[O:11])=[CH:51][CH:50]=1. Reactant: C([Si](C)(C)[O:6][CH2:7][CH2:8][N:9]([CH2:45][C:46]1[CH:51]=[CH:50][C:49]([F:52])=[CH:48][CH:47]=1)[C:10]([C:12]1[C:17]([O:18][CH2:19][C:20]2[CH:25]=[CH:24][C:23]([O:26][CH3:27])=[CH:22][CH:21]=2)=[C:16]([O:28][CH2:29][C:30]2[CH:35]=[CH:34][C:33]([O:36][CH3:37])=[CH:32][CH:31]=2)[N:15]=[C:14]([C:38]2[CH:43]=[CH:42][C:41]([CH3:44])=[CH:40][CH:39]=2)[N:13]=1)=[O:11])(C)(C)C.CCCC[N+](CCCC)(CCCC)CCCC.[F-]. (7) The catalyst class is: 7. Reactant: [CH3:1][O:2][C:3]1[CH:8]=[CH:7][C:6]([C:9]([C:11]2[CH:16]=[CH:15][C:14]([O:17][Si](C(C)C)(C(C)C)C(C)C)=[CH:13][CH:12]=2)=[O:10])=[C:5]([O:28][CH2:29][O:30][CH3:31])[CH:4]=1.O.O.O.[F-].C([N+](CCCC)(CCCC)CCCC)CCC. Product: [OH:17][C:14]1[CH:13]=[CH:12][C:11]([C:9]([C:6]2[CH:7]=[CH:8][C:3]([O:2][CH3:1])=[CH:4][C:5]=2[O:28][CH2:29][O:30][CH3:31])=[O:10])=[CH:16][CH:15]=1. (8) Reactant: [NH2:1][CH2:2][Si:3]([CH3:6])([CH3:5])[CH3:4].[Cl:7][C:8]1[CH:9]=[C:10]([CH:13]=[CH:14][CH:15]=1)[CH:11]=O.O. Product: [Cl:7][C:8]1[CH:9]=[C:10](/[CH:11]=[N:1]/[CH2:2][Si:3]([CH3:6])([CH3:5])[CH3:4])[CH:13]=[CH:14][CH:15]=1. The catalyst class is: 4. (9) Reactant: [C:1]([O:5][C:6]([NH:8][C@H:9]([C:29]([O:31][CH3:32])=[O:30])[CH2:10][C:11]1[CH:16]=[CH:15][C:14]([N:17]2[C:22](=[O:23])[C:21]3[CH:24]=[CH:25][N:26]=[CH:27][C:20]=3[NH:19][C:18]2=[O:28])=[CH:13][N:12]=1)=[O:7])([CH3:4])([CH3:3])[CH3:2].[C:33](=O)([O-])[O-].[K+].[K+].COS(C1C=CC(C)=CC=1)(=O)=O. Product: [C:1]([O:5][C:6]([NH:8][C@H:9]([C:29]([O:31][CH3:32])=[O:30])[CH2:10][C:11]1[CH:16]=[CH:15][C:14]([N:17]2[C:22](=[O:23])[C:21]3[CH:24]=[CH:25][N:26]=[CH:27][C:20]=3[N:19]([CH3:33])[C:18]2=[O:28])=[CH:13][N:12]=1)=[O:7])([CH3:3])([CH3:4])[CH3:2]. The catalyst class is: 18.